This data is from Reaction yield outcomes from USPTO patents with 853,638 reactions. The task is: Predict the reaction yield, written as a fraction of the theoretical maximum amount of product (1.0 means a 100% yield; for example, 0.34 means a 34% yield). (1) The reactants are C([O:3][C:4](=O)[CH2:5][CH2:6][C:7]1[CH:11]=[CH:10][S:9][C:8]=1[Br:12])C. The catalyst is C1(C)C=CC=CC=1. The product is [Br:12][C:8]1[S:9][CH:10]=[CH:11][C:7]=1[CH2:6][CH2:5][CH2:4][OH:3]. The yield is 0.990. (2) The reactants are [CH3:1][O:2][C:3]1[C:12]2[C:7](=[CH:8][CH:9]=[CH:10][CH:11]=2)[C:6]([C:13]2[O:14][C:15](=[O:23])[C:16]3[N:22]=[CH:21][CH:20]=[CH:19][C:17]=3[N:18]=2)=[CH:5][CH:4]=1.[O:24]1[CH2:29][CH2:28][O:27][CH2:26][CH:25]1[CH2:30][NH2:31]. No catalyst specified. The product is [O:24]1[CH2:29][CH2:28][O:27][CH2:26][CH:25]1[CH2:30][NH:31][C:15]([C:16]1[C:17]([NH:18][C:13]([C:6]2[C:7]3[C:12](=[CH:11][CH:10]=[CH:9][CH:8]=3)[C:3]([O:2][CH3:1])=[CH:4][CH:5]=2)=[O:14])=[CH:19][CH:20]=[CH:21][N:22]=1)=[O:23]. The yield is 0.280. (3) The reactants are [F:1][C:2]1[CH:7]=[CH:6][CH:5]=[C:4]([O:8][C:9]2[CH:14]=[CH:13][C:12](I)=[CH:11][CH:10]=2)[C:3]=1[F:16].[CH3:17][C:18]1([CH3:34])[C:22]([CH3:24])([CH3:23])[O:21][B:20]([B:20]2[O:21][C:22]([CH3:24])([CH3:23])[C:18]([CH3:34])([CH3:17])[O:19]2)[O:19]1.C([O-])(=O)C.[K+]. The catalyst is CN(C)C=O.O.CC([O-])=O.CC([O-])=O.[Pd+2]. The product is [F:16][C:3]1[C:2]([F:1])=[CH:7][CH:6]=[CH:5][C:4]=1[O:8][C:9]1[CH:14]=[CH:13][C:12]([B:20]2[O:21][C:22]([CH3:24])([CH3:23])[C:18]([CH3:34])([CH3:17])[O:19]2)=[CH:11][CH:10]=1. The yield is 0.750. (4) The reactants are C[O:2][C:3]([C:5]1[C:13]2[N:12]=[C:11]([C:14]3[CH:19]=[CH:18][C:17]([F:20])=[C:16]([Cl:21])[CH:15]=3)[NH:10][C:9]=2[C:8]([OH:22])=[CH:7][CH:6]=1)=[O:4].O[Li].O. The catalyst is C1COCC1.CO.O. The product is [Cl:21][C:16]1[CH:15]=[C:14]([C:11]2[NH:10][C:9]3[C:8]([OH:22])=[CH:7][CH:6]=[C:5]([C:3]([OH:4])=[O:2])[C:13]=3[N:12]=2)[CH:19]=[CH:18][C:17]=1[F:20]. The yield is 0.900. (5) The reactants are Br[C:2]1[CH:7]=[CH:6][C:5]([C:8]2([O:11][CH:12]([CH3:14])[CH3:13])[CH2:10][CH2:9]2)=[CH:4][CH:3]=1.[CH3:15][Si:16]([C:19]#[CH:20])([CH3:18])[CH3:17]. The catalyst is C(N(CC)CC)C.[Cu]I.Cl[Pd](Cl)([P](C1C=CC=CC=1)(C1C=CC=CC=1)C1C=CC=CC=1)[P](C1C=CC=CC=1)(C1C=CC=CC=1)C1C=CC=CC=1. The product is [CH:12]([O:11][C:8]1([C:5]2[CH:6]=[CH:7][C:2]([C:20]#[C:19][Si:16]([CH3:18])([CH3:17])[CH3:15])=[CH:3][CH:4]=2)[CH2:10][CH2:9]1)([CH3:14])[CH3:13]. The yield is 0.980. (6) The reactants are C([O:8][CH2:9][C@H:10]([O:31][C:32](=[O:48])[CH2:33][CH2:34][CH2:35][CH2:36][CH2:37][CH2:38][CH2:39][CH2:40][CH2:41][CH2:42][CH2:43][CH2:44][CH2:45][CH2:46][CH3:47])[CH2:11][O:12][CH2:13][CH2:14][CH2:15][CH2:16][CH2:17][CH2:18][CH2:19][CH2:20]/[CH:21]=[CH:22]\[CH2:23][CH2:24][CH2:25][CH2:26][CH2:27][CH2:28][CH2:29][CH3:30])C1C=CC=CC=1.B(Cl)(Cl)Cl. The catalyst is C(Cl)Cl. The product is [CH2:13]([O:12][CH2:11][C@H:10]([CH2:9][OH:8])[O:31][C:32](=[O:48])[CH2:33][CH2:34][CH2:35][CH2:36][CH2:37][CH2:38][CH2:39][CH2:40][CH2:41][CH2:42][CH2:43][CH2:44][CH2:45][CH2:46][CH3:47])[CH2:14][CH2:15][CH2:16][CH2:17][CH2:18][CH2:19][CH2:20]/[CH:21]=[CH:22]\[CH2:23][CH2:24][CH2:25][CH2:26][CH2:27][CH2:28][CH2:29][CH3:30]. The yield is 0.690. (7) The reactants are C[Si]([N-][Si](C)(C)C)(C)C.[Li+].[Cl:11][C:12]1[CH:13]=[C:14]([CH2:27][C:28]([O:30][CH3:31])=[O:29])[CH:15]=[CH:16][C:17]=1[B:18]1[O:22][C:21]([CH3:24])([CH3:23])[C:20]([CH3:26])([CH3:25])[O:19]1.Br[CH2:33][CH2:34]Br. The catalyst is C1COCC1. The product is [Cl:11][C:12]1[CH:13]=[C:14]([C:27]2([C:28]([O:30][CH3:31])=[O:29])[CH2:34][CH2:33]2)[CH:15]=[CH:16][C:17]=1[B:18]1[O:22][C:21]([CH3:23])([CH3:24])[C:20]([CH3:25])([CH3:26])[O:19]1. The yield is 0.168.